From a dataset of Forward reaction prediction with 1.9M reactions from USPTO patents (1976-2016). Predict the product of the given reaction. (1) Given the reactants [NH2:1][C:2]1[CH:7]=[CH:6][CH:5]=[CH:4][C:3]=1[S:8]([C:11]1[CH:19]=[CH:18][CH:17]=[CH:16][C:12]=1[C:13](O)=[O:14])(=O)=O.S(=O)(=O)(O)O, predict the reaction product. The product is: [CH:16]1[C:12]2[C:13](=[O:14])[NH:1][C:2]3[CH:7]=[CH:6][CH:5]=[CH:4][C:3]=3[S:8][C:11]=2[CH:19]=[CH:18][CH:17]=1. (2) Given the reactants [C:1]([NH:4][C:5]1[C:10]([N+:11]([O-:13])=[O:12])=[CH:9][CH:8]=[C:7]([Br:14])[N:6]=1)(=[O:3])[CH3:2].[H-].[Na+].[Cl:17][C:18]1[CH:25]=[C:24]([C:26]#[N:27])[CH:23]=[CH:22][C:19]=1[CH2:20]Br, predict the reaction product. The product is: [Br:14][C:7]1[N:6]=[C:5]([N:4]([CH2:20][C:19]2[CH:22]=[CH:23][C:24]([C:26]#[N:27])=[CH:25][C:18]=2[Cl:17])[C:1](=[O:3])[CH3:2])[C:10]([N+:11]([O-:13])=[O:12])=[CH:9][CH:8]=1.